From a dataset of Reaction yield outcomes from USPTO patents with 853,638 reactions. Predict the reaction yield, written as a fraction of the theoretical maximum amount of product (1.0 means a 100% yield; for example, 0.34 means a 34% yield). (1) The reactants are [NH2:1][C:2]1[CH:11]=[CH:10][C:9]([F:12])=[CH:8][C:3]=1[C:4]([NH:6][CH3:7])=[O:5].[Cl:13][C:14]1[CH:19]=[C:18](I)[C:17]([Cl:21])=[CH:16][N:15]=1.[O-]P([O-])([O-])=O.[K+].[K+].[K+].C1C=CC(P(C2C(OC3C(P(C4C=CC=CC=4)C4C=CC=CC=4)=CC=CC=3)=CC=CC=2)C2C=CC=CC=2)=CC=1. The catalyst is O1CCOCC1.CC([O-])=O.CC([O-])=O.[Pd+2]. The product is [Cl:13][C:14]1[CH:19]=[C:18]([NH:1][C:2]2[CH:11]=[CH:10][C:9]([F:12])=[CH:8][C:3]=2[C:4]([NH:6][CH3:7])=[O:5])[C:17]([Cl:21])=[CH:16][N:15]=1. The yield is 0.215. (2) The reactants are [F:1][C:2]1[CH:3]=[C:4]([C:8]([C:10]2[N:19]=[C:18]([NH:20][C:21]3[CH:25]=[C:24]([CH3:26])[NH:23][N:22]=3)[C:17]3[C:12](=[CH:13][CH:14]=[CH:15][CH:16]=3)[N:11]=2)=[O:9])[CH:5]=[CH:6][CH:7]=1.C1COCC1.CO.[BH4-].[Na+].Cl. The catalyst is CS(C)=O. The product is [F:1][C:2]1[CH:3]=[C:4]([CH:8]([C:10]2[N:19]=[C:18]([NH:20][C:21]3[CH:25]=[C:24]([CH3:26])[NH:23][N:22]=3)[C:17]3[C:12](=[CH:13][CH:14]=[CH:15][CH:16]=3)[N:11]=2)[OH:9])[CH:5]=[CH:6][CH:7]=1. The yield is 0.320. (3) The catalyst is CN(C1C=CN=CC=1)C.N1C=CC=CC=1. The product is [CH:8]1([C:11]([NH:13][CH:14]([C:15](=[O:17])[CH3:1])[CH2:18][C:19]([O:21][CH2:22][CH3:23])=[O:20])=[O:12])[CH2:9][CH2:10]1. The reactants are [C:1](OC(=O)C)(=O)C.[CH:8]1([C:11]([NH:13][CH:14]([CH2:18][C:19]([O:21][CH2:22][CH3:23])=[O:20])[C:15]([OH:17])=O)=[O:12])[CH2:10][CH2:9]1. The yield is 0.700. (4) The catalyst is C(Cl)Cl. The reactants are [O:1]=[C:2]1[NH:7][C:6]([C:8]2[CH:13]=[CH:12][C:11]([C:14]([F:17])([F:16])[F:15])=[CH:10][CH:9]=2)=[CH:5][N:4]2[C:18]([C:21]#N)=[CH:19][CH:20]=[C:3]12.[H-].C([Al+]CC(C)C)C(C)C.[C@H](O)(C([O-])=O)[C@@H](O)C([O-])=[O:36].[Na+].[K+]. The product is [O:1]=[C:2]1[NH:7][C:6]([C:8]2[CH:13]=[CH:12][C:11]([C:14]([F:15])([F:17])[F:16])=[CH:10][CH:9]=2)=[CH:5][N:4]2[C:18]([CH:21]=[O:36])=[CH:19][CH:20]=[C:3]12. The yield is 0.400. (5) The reactants are C[Si]([C:5]#[N:6])(C)C.[Cl:7][C:8]1[C:13]([CH2:14]Cl)=[CH:12][N:11]=[C:10]([C:16]([F:19])([F:18])[F:17])[CH:9]=1.[F-].C([N+](CCCC)(CCCC)CCCC)CCC.CCOC(C)=O. The catalyst is C(#N)C. The product is [Cl:7][C:8]1[CH:9]=[C:10]([C:16]([F:19])([F:17])[F:18])[N:11]=[CH:12][C:13]=1[CH2:14][C:5]#[N:6]. The yield is 0.600. (6) The reactants are F[C:2]1C=[CH:7][C:6]([N+:9]([O-:11])=[O:10])=[CH:5][C:3]=1N.[C:12](#[N:16])[CH2:13][C:14]#[N:15].[C:17](=O)([O-])[O-].[K+].[K+].O.[CH3:24][N:25]([CH3:28])C=O. No catalyst specified. The product is [NH2:15][C:14]1[N:25]([CH2:28][CH3:17])[C:24]2[C:2]([C:13]=1[C:12]#[N:16])=[CH:3][CH:5]=[C:6]([N+:9]([O-:11])=[O:10])[CH:7]=2. The yield is 0.520. (7) The catalyst is CC(N(C)C)=O.O. The yield is 0.501. The reactants are C1C(=O)N(Br)C(=O)C1.[Cl:9][C:10]1[C:15](/[C:16](/O)=[CH:17]\[C:18]2[CH:23]=[CH:22][N:21]=[C:20]([Cl:24])[N:19]=2)=[CH:14][CH:13]=[CH:12][C:11]=1[NH:26][S:27]([C:30]1[C:35]([F:36])=[CH:34][CH:33]=[CH:32][C:31]=1[F:37])(=[O:29])=[O:28].[O:38]1[CH2:43][CH2:42][CH:41]([C:44](=[S:46])[NH2:45])[CH2:40][CH2:39]1. The product is [Cl:9][C:10]1[C:15]([C:16]2[N:45]=[C:44]([CH:41]3[CH2:42][CH2:43][O:38][CH2:39][CH2:40]3)[S:46][C:17]=2[C:18]2[CH:23]=[CH:22][N:21]=[C:20]([Cl:24])[N:19]=2)=[CH:14][CH:13]=[CH:12][C:11]=1[NH:26][S:27]([C:30]1[C:35]([F:36])=[CH:34][CH:33]=[CH:32][C:31]=1[F:37])(=[O:29])=[O:28]. (8) The reactants are CC(C)([O-])C.[Br-].[Br:7][CH2:8][P+](C1C=CC=CC=1)(C1C=CC=CC=1)C1C=CC=CC=1.[CH3:28][C:29]1[CH:36]=[CH:35][C:32]([CH:33]=O)=[CH:31][N:30]=1. The catalyst is O1CCCC1. The product is [Br:7][CH:8]=[CH:33][C:32]1[CH:35]=[CH:36][C:29]([CH3:28])=[N:30][CH:31]=1. The yield is 0.560. (9) The reactants are [Br:1][C:2]1[CH:7]=[CH:6][C:5]([C:8](=[O:20])[CH2:9][C:10]([CH2:17][CH2:18][CH3:19])([C:14]([O-:16])=[O:15])C([O-])=O)=[CH:4][CH:3]=1.[CH3:21][C:22](C)=O.[OH-].[Na+]. The catalyst is C(O)C. The product is [Br:1][C:2]1[CH:3]=[CH:4][C:5]([C:8](=[O:20])[CH2:9][CH:10]([CH2:17][CH2:18][CH3:19])[C:14]([O:16][CH2:21][CH3:22])=[O:15])=[CH:6][CH:7]=1. The yield is 0.200. (10) The reactants are [CH:1]1([N:6]2[CH:14]=[C:13]3[C:8]([NH:9][C:10](=[O:25])[N:11]([CH2:16][C:17]4[CH:22]=[CH:21][C:20]([O:23][CH3:24])=[CH:19][CH:18]=4)[C:12]3=[O:15])=[N:7]2)[CH2:5][CH2:4][CH2:3][CH2:2]1.C(=O)([O-])[O-].[K+].[K+].I[CH2:33][CH2:34][CH3:35]. The catalyst is CN(C)C=O. The product is [CH:1]1([N:6]2[CH:14]=[C:13]3[C:8]([N:9]([CH2:33][CH2:34][CH3:35])[C:10](=[O:25])[N:11]([CH2:16][C:17]4[CH:18]=[CH:19][C:20]([O:23][CH3:24])=[CH:21][CH:22]=4)[C:12]3=[O:15])=[N:7]2)[CH2:2][CH2:3][CH2:4][CH2:5]1. The yield is 0.860.